This data is from Peptide-MHC class II binding affinity with 134,281 pairs from IEDB. The task is: Regression. Given a peptide amino acid sequence and an MHC pseudo amino acid sequence, predict their binding affinity value. This is MHC class II binding data. (1) The peptide sequence is ITKGKVDPTDYFRNE. The MHC is DRB3_0202 with pseudo-sequence DRB3_0202. The binding affinity (normalized) is 0.151. (2) The peptide sequence is LFGGLNWITKVIMGA. The MHC is DRB1_0404 with pseudo-sequence DRB1_0404. The binding affinity (normalized) is 0.360.